Dataset: Full USPTO retrosynthesis dataset with 1.9M reactions from patents (1976-2016). Task: Predict the reactants needed to synthesize the given product. Given the product [O:4]1[C:12]2[CH:11]=[CH:10][N:9]=[C:8]([N:13]3[CH2:18][CH2:17][N:16]([CH2:19][CH2:20][C@H:21]4[CH2:26][CH2:25][C@H:24]([NH:27][C:36](=[O:37])[CH2:35][C@H:32]5[CH2:33][CH2:34][C@H:30]([O:29][CH3:28])[CH2:31]5)[CH2:23][CH2:22]4)[CH2:15][CH2:14]3)[C:7]=2[CH2:6][CH2:5]1, predict the reactants needed to synthesize it. The reactants are: Cl.Cl.Cl.[O:4]1[C:12]2[CH:11]=[CH:10][N:9]=[C:8]([N:13]3[CH2:18][CH2:17][N:16]([CH2:19][CH2:20][C@H:21]4[CH2:26][CH2:25][C@H:24]([NH2:27])[CH2:23][CH2:22]4)[CH2:15][CH2:14]3)[C:7]=2[CH2:6][CH2:5]1.[CH3:28][O:29][C@H:30]1[CH2:34][CH2:33][C@H:32]([CH2:35][C:36](OC)=[O:37])[CH2:31]1.